From a dataset of Catalyst prediction with 721,799 reactions and 888 catalyst types from USPTO. Predict which catalyst facilitates the given reaction. (1) Reactant: [CH3:1][C:2]([N:7]1[CH:11]=[C:10]([C:12]2[C:13]3[CH:20]=[CH:19][NH:18][C:14]=3[N:15]=[CH:16][N:17]=2)[CH:9]=[N:8]1)([CH3:6])[CH2:3][CH2:4][OH:5].[CH3:21][S:22](Cl)(=[O:24])=[O:23]. Product: [CH3:21][S:22]([O:5][CH2:4][CH2:3][C:2]([CH3:1])([N:7]1[CH:11]=[C:10]([C:12]2[C:13]3[CH:20]=[CH:19][NH:18][C:14]=3[N:15]=[CH:16][N:17]=2)[CH:9]=[N:8]1)[CH3:6])(=[O:24])=[O:23]. The catalyst class is: 2. (2) The catalyst class is: 163. Reactant: [Br:1][C:2]1[CH:7]=[CH:6][C:5]([F:8])=[CH:4][C:3]=1[OH:9].Br[CH2:11][C:12]([O:14][CH3:15])=[O:13].C(=O)([O-])[O-].[K+].[K+].O. Product: [CH3:15][O:14][C:12](=[O:13])[CH2:11][O:9][C:3]1[CH:4]=[C:5]([F:8])[CH:6]=[CH:7][C:2]=1[Br:1]. (3) The catalyst class is: 42. Product: [Cl:8][C:5]1[CH:6]=[CH:7][C:2]([NH:1][C:22]([NH:21][C:16]2[CH:17]=[CH:18][CH:19]=[CH:20][C:15]=2[Cl:14])=[O:23])=[C:3]([OH:13])[C:4]=1[S:9]([NH2:12])(=[O:11])=[O:10]. Reactant: [NH2:1][C:2]1[C:3]([OH:13])=[C:4]([S:9]([NH2:12])(=[O:11])=[O:10])[C:5]([Cl:8])=[CH:6][CH:7]=1.[Cl:14][C:15]1[CH:20]=[CH:19][CH:18]=[CH:17][C:16]=1[N:21]=[C:22]=[O:23]. (4) Reactant: [CH3:1][C@:2]12[C@@H:11]3[CH2:12][CH2:13][C@@H:14]4[C:16]([CH2:18][C@@:10]3([CH2:15]4)[CH2:9][CH2:8][C@@H:7]1[C@@:6]([C:20]([OH:22])=[O:21])([CH3:19])[CH2:5][CH2:4][CH2:3]2)=[CH2:17].C(Cl)(C(Cl)=O)=O.[CH:29]1([NH2:35])[CH2:34][CH2:33][CH2:32][CH2:31][CH2:30]1. Product: [CH:29]1([NH-:35])[CH2:34][CH2:33][CH2:32][CH2:31][CH2:30]1.[CH3:1][C@:2]12[C@@H:11]3[CH2:12][CH2:13][C@@H:14]4[C:16]([CH2:18][C@@:10]3([CH2:15]4)[CH2:9][CH2:8][C@@H:7]1[C@@:6]([C:20]([OH:22])=[O:21])([CH3:19])[CH2:5][CH2:4][CH2:3]2)=[CH2:17]. The catalyst class is: 59. (5) The catalyst class is: 8. Reactant: [NH2:1][C:2]1[CH:11]=[CH:10][C:9]2[C:4](=[C:5]([OH:12])[CH:6]=[CH:7][CH:8]=2)[N:3]=1.[Br:13][C:14]1[CH:15]=[C:16]([CH:19]=[C:20]([O:24][CH3:25])[C:21]=1[O:22][CH3:23])[CH:17]=O.[C:26](#[N:30])[CH2:27][C:28]#[N:29].C1N2CCN(CC2)C1. Product: [NH2:30][C:26]1[O:12][C:5]2[C:4]3[C:9](=[CH:10][CH:11]=[C:2]([NH2:1])[N:3]=3)[CH:8]=[CH:7][C:6]=2[CH:17]([C:16]2[CH:19]=[C:20]([O:24][CH3:25])[C:21]([O:22][CH3:23])=[C:14]([Br:13])[CH:15]=2)[C:27]=1[C:28]#[N:29].